This data is from Forward reaction prediction with 1.9M reactions from USPTO patents (1976-2016). The task is: Predict the product of the given reaction. (1) Given the reactants [C:1]1([CH2:7][CH2:8][CH:9]([OH:13])[CH2:10][CH:11]=[CH2:12])[CH:6]=[CH:5][CH:4]=[CH:3][CH:2]=1.[CH2:14]([Si:17]([CH3:20])([CH3:19])[CH3:18])C=C.CCCCCC.CCOCC, predict the reaction product. The product is: [C:1]1([CH2:7][CH2:8][CH:9]([OH:13])[CH2:10][CH:11]=[CH:12][CH2:14][Si:17]([CH3:20])([CH3:19])[CH3:18])[CH:6]=[CH:5][CH:4]=[CH:3][CH:2]=1. (2) Given the reactants [C:9](O[C:9]([O:11][C:12]([CH3:15])([CH3:14])[CH3:13])=[O:10])([O:11][C:12]([CH3:15])([CH3:14])[CH3:13])=[O:10].[CH3:16][C:17]1[N:18]=[C:19]([N:23]2[CH2:28][CH2:27][NH:26][CH2:25][CH2:24]2)[S:20][C:21]=1[CH3:22], predict the reaction product. The product is: [CH3:16][C:17]1[N:18]=[C:19]([N:23]2[CH2:24][CH2:25][N:26]([C:9]([O:11][C:12]([CH3:13])([CH3:14])[CH3:15])=[O:10])[CH2:27][CH2:28]2)[S:20][C:21]=1[CH3:22]. (3) Given the reactants [OH:1][C:2]1[CH:3]=[C:4]([CH:7]=[CH:8][CH:9]=1)[CH:5]=[O:6].Br[CH2:11][C:12](=[O:14])[CH3:13].C(=O)([O-])[O-].[K+].[K+], predict the reaction product. The product is: [O:14]=[C:12]([CH3:13])[CH2:11][O:1][C:2]1[CH:3]=[C:4]([CH:7]=[CH:8][CH:9]=1)[CH:5]=[O:6]. (4) The product is: [CH3:26][C:23]([CH3:25])([CH3:24])[C:22](=[O:27])[CH2:21][O:20][C:19]1[CH:28]=[CH:29][C:16]([C:3]([C:6]2[S:10][C:9]3[CH:11]=[CH:12][C:13]([O:15][S:41]([C:40]([F:53])([F:52])[F:39])(=[O:43])=[O:42])=[CH:14][C:8]=3[CH:7]=2)([CH2:4][CH3:5])[CH2:1][CH3:2])=[CH:17][C:18]=1[CH3:30]. Given the reactants [CH2:1]([C:3]([C:16]1[CH:29]=[CH:28][C:19]([O:20][CH2:21][C:22](=[O:27])[C:23]([CH3:26])([CH3:25])[CH3:24])=[C:18]([CH3:30])[CH:17]=1)([C:6]1[S:10][C:9]2[CH:11]=[CH:12][C:13]([OH:15])=[CH:14][C:8]=2[CH:7]=1)[CH2:4][CH3:5])[CH3:2].N1C(C)=CC=CC=1C.[F:39][C:40]([F:53])([F:52])[S:41](O[S:41]([C:40]([F:53])([F:52])[F:39])(=[O:43])=[O:42])(=[O:43])=[O:42], predict the reaction product. (5) Given the reactants C[C:2]1[CH:7]=[CH:6][C:5]([CH2:8][C:9]([CH3:14])([N+:11]([O-])=O)[CH3:10])=[CH:4][CH:3]=1.[H][H].[CH2:17]([OH:19])C, predict the reaction product. The product is: [CH3:10][C:9]([NH2:11])([CH3:14])[CH2:8][C:5]1[CH:6]=[CH:7][C:2]([O:19][CH3:17])=[CH:3][CH:4]=1. (6) The product is: [Si:19]([O:36][CH2:37][CH2:38][N:39]1[CH:43]=[C:42]([C:8]2[CH:7]=[CH:6][C:4]([NH2:5])=[C:3]([O:2][CH3:1])[CH:9]=2)[CH:41]=[N:40]1)([C:32]([CH3:35])([CH3:33])[CH3:34])([C:20]1[CH:25]=[CH:24][CH:23]=[CH:22][CH:21]=1)[C:26]1[CH:31]=[CH:30][CH:29]=[CH:28][CH:27]=1. Given the reactants [CH3:1][O:2][C:3]1[CH:9]=[C:8](B2OC(C)(C)C(C)(C)O2)[CH:7]=[CH:6][C:4]=1[NH2:5].[Si:19]([O:36][CH2:37][CH2:38][N:39]1[CH:43]=[C:42](I)[CH:41]=[N:40]1)([C:32]([CH3:35])([CH3:34])[CH3:33])([C:26]1[CH:31]=[CH:30][CH:29]=[CH:28][CH:27]=1)[C:20]1[CH:25]=[CH:24][CH:23]=[CH:22][CH:21]=1.C(=O)([O-])[O-].[Na+].[Na+], predict the reaction product. (7) Given the reactants [Li][CH2:2]CCC.Br[C:7]1[CH:15]=[C:14]([Br:16])[CH:13]=[C:12]([F:17])[C:8]=1[C:9]([OH:11])=[O:10].C=O, predict the reaction product. The product is: [Br:16][C:14]1[CH:13]=[C:12]([F:17])[C:8]2[C:9](=[O:10])[O:11][CH2:2][C:7]=2[CH:15]=1. (8) Given the reactants Cl[C:2]1[C:11]2[N:10]=[C:9]([CH3:12])[CH:8]=[CH:7][C:6]=2[C:5](B(O)O)=[CH:4][N:3]=1.Br[C:17]1[CH:18]=[N:19][CH:20]=[C:21]([C:23]([F:26])([F:25])[F:24])[CH:22]=1.[NH2:27][C:28]1[S:29][CH:30]=[C:31]([CH3:33])[N:32]=1, predict the reaction product. The product is: [CH3:33][C:31]1[N:32]=[C:28]([NH:27][C:2]2[N:3]=[CH:4][C:5]([C:17]3[CH:18]=[N:19][CH:20]=[C:21]([C:23]([F:26])([F:25])[F:24])[CH:22]=3)=[C:6]3[C:11]=2[N:10]=[C:9]([CH3:12])[CH:8]=[CH:7]3)[S:29][CH:30]=1.